Task: Predict which catalyst facilitates the given reaction.. Dataset: Catalyst prediction with 721,799 reactions and 888 catalyst types from USPTO (1) Reactant: [Cl:1][C:2]1[CH:7]=[CH:6][C:5]([N:8]2[C:13](=[O:14])[C:12]3[C:15]([S:24]([CH3:27])(=[O:26])=[O:25])=[N:16][N:17]([C:18]4[CH:23]=[CH:22][CH:21]=[CH:20][CH:19]=4)[C:11]=3[N:10]=[C:9]2[C:28]2[CH:33]=[CH:32][C:31]([C:34]3[CH:39]=[CH:38][N:37]=[C:36](Cl)[N:35]=3)=[CH:30][CH:29]=2)=[CH:4][CH:3]=1.[O:41]([C:43]1[CH:50]=[CH:49][C:46]([CH2:47][NH2:48])=[CH:45][CH:44]=1)[CH3:42]. Product: [Cl:1][C:2]1[CH:3]=[CH:4][C:5]([N:8]2[C:13](=[O:14])[C:12]3[C:15]([S:24]([CH3:27])(=[O:26])=[O:25])=[N:16][N:17]([C:18]4[CH:23]=[CH:22][CH:21]=[CH:20][CH:19]=4)[C:11]=3[N:10]=[C:9]2[C:28]2[CH:33]=[CH:32][C:31]([C:34]3[CH:39]=[CH:38][N:37]=[C:36]([NH:48][CH2:47][C:46]4[CH:49]=[CH:50][C:43]([O:41][CH3:42])=[CH:44][CH:45]=4)[N:35]=3)=[CH:30][CH:29]=2)=[CH:6][CH:7]=1. The catalyst class is: 14. (2) Reactant: [CH3:1][O:2][C:3]1[CH:4]=[C:5]2[C:10](=[CH:11][CH:12]=1)[CH:9]([CH3:13])[C:8](=O)[CH2:7][CH2:6]2.[CH3:15][C:16](=[CH2:20])[C:17](=[O:19])[CH3:18]. Product: [CH3:1][O:2][C:3]1[CH:4]=[C:5]2[C:10]([C@@:9]3([CH3:13])[C:8]([CH2:7][CH2:6]2)=[CH:18][C:17](=[O:19])[C@@H:16]([CH3:20])[CH2:15]3)=[CH:11][CH:12]=1. The catalyst class is: 11. (3) Reactant: [CH2:1]1[O:3][C@H:2]1[CH2:4][OH:5].C(N(CC)CC)C.[CH3:13][S:14](Cl)(=[O:16])=[O:15]. Product: [CH3:13][S:14]([O:5][CH2:4][C@@H:2]1[O:3][CH2:1]1)(=[O:16])=[O:15]. The catalyst class is: 3.